This data is from Forward reaction prediction with 1.9M reactions from USPTO patents (1976-2016). The task is: Predict the product of the given reaction. (1) Given the reactants FC1(C=CC=CC1)C(Cl)=O.[NH2:11][C:12]1[CH:24]=[C:23](/[CH:25]=[CH:26]/[C:27]2[CH:32]=[CH:31][CH:30]=[C:29]([O:33][CH3:34])[CH:28]=2)[CH:22]=[CH:21][C:13]=1[C:14]([O:16][C:17]([CH3:20])([CH3:19])[CH3:18])=[O:15].[F:35][C:36]1[CH:44]=[CH:43][C:39]([C:40](Cl)=[O:41])=[CH:38][CH:37]=1.C(=O)([O-])O.[Na+], predict the reaction product. The product is: [F:35][C:36]1[CH:44]=[CH:43][C:39]([C:40]([NH:11][C:12]2[CH:24]=[C:23](/[CH:25]=[CH:26]/[C:27]3[CH:32]=[CH:31][CH:30]=[C:29]([O:33][CH3:34])[CH:28]=3)[CH:22]=[CH:21][C:13]=2[C:14]([O:16][C:17]([CH3:20])([CH3:19])[CH3:18])=[O:15])=[O:41])=[CH:38][CH:37]=1. (2) The product is: [CH3:1][O:2][C:3](=[O:14])[CH2:4][O:5][C:6]1[CH:11]=[CH:10][C:9]([F:12])=[C:8]2[C:7]=1[C:17](=[O:16])[C:18]([CH2:23][C:24]1[CH:29]=[CH:28][C:27]([C:30]([N:32]3[CH2:33][CH2:34][CH2:35][CH2:36]3)=[O:31])=[CH:26][CH:25]=1)=[C:19]([CH2:20][CH3:21])[NH:13]2. Given the reactants [CH3:1][O:2][C:3](=[O:14])[CH2:4][O:5][C:6]1[CH:11]=[CH:10][C:9]([F:12])=[C:8]([NH2:13])[CH:7]=1.C[O:16][C:17](=O)[CH:18]([CH2:23][C:24]1[CH:29]=[CH:28][C:27]([C:30]([N:32]2[CH2:36][CH2:35][CH2:34][CH2:33]2)=[O:31])=[CH:26][CH:25]=1)[C:19](=O)[CH2:20][CH3:21].O1CCOCC1, predict the reaction product.